This data is from Full USPTO retrosynthesis dataset with 1.9M reactions from patents (1976-2016). The task is: Predict the reactants needed to synthesize the given product. Given the product [C:16]([CH2:2][C:3]1[N:4]=[C:5]([S:8][CH2:9][CH2:10][C:11]([F:15])=[C:12]([F:14])[F:13])[O:6][CH:7]=1)#[N:17], predict the reactants needed to synthesize it. The reactants are: Cl[CH2:2][C:3]1[N:4]=[C:5]([S:8][CH2:9][CH2:10][C:11]([F:15])=[C:12]([F:14])[F:13])[O:6][CH:7]=1.[C-:16]#[N:17].[K+].C1OCCOCCOCCOCCOCCOC1.[I-].[Na+].